The task is: Predict which catalyst facilitates the given reaction.. This data is from Catalyst prediction with 721,799 reactions and 888 catalyst types from USPTO. (1) Reactant: [Cl:1][C:2]1[CH:18]=[C:17]([Cl:19])[CH:16]=[CH:15][C:3]=1[CH2:4][NH:5][C:6](=[O:14])[C:7]1[CH:12]=[CH:11][N:10]=[C:9]([OH:13])[CH:8]=1.[CH2:20](I)[CH3:21].C(=O)([O-])[O-].[K+].[K+]. Product: [Cl:1][C:2]1[CH:18]=[C:17]([Cl:19])[CH:16]=[CH:15][C:3]=1[CH2:4][NH:5][C:6]([C:7]1[CH:12]=[CH:11][N:10]([CH2:20][CH3:21])[C:9](=[O:13])[CH:8]=1)=[O:14]. The catalyst class is: 10. (2) Reactant: N(C(OCC)=O)=NC(OCC)=O.[F:13][C:14]([F:49])([F:48])[C:15]1[CH:20]=[CH:19][C:18](/[CH:21]=[CH:22]/[C:23]2[O:24][CH:25]=[C:26]([CH2:28][O:29][C:30]3[CH:35]=[CH:34][C:33]([CH2:36][CH2:37][CH2:38][CH2:39][N:40]4[CH:44]=[CH:43][N:42]=[C:41]4[CH2:45][CH2:46]O)=[CH:32][CH:31]=3)[N:27]=2)=[CH:17][CH:16]=1.[C:50]1(=[O:60])[NH:54][C:53](=[O:55])[C:52]2=[CH:56][CH:57]=[CH:58][CH:59]=[C:51]12.C1(P(C2C=CC=CC=2)C2C=CC=CC=2)C=CC=CC=1. Product: [F:48][C:14]([F:13])([F:49])[C:15]1[CH:20]=[CH:19][C:18](/[CH:21]=[CH:22]/[C:23]2[O:24][CH:25]=[C:26]([CH2:28][O:29][C:30]3[CH:35]=[CH:34][C:33]([CH2:36][CH2:37][CH2:38][CH2:39][N:40]4[CH:44]=[CH:43][N:42]=[C:41]4[CH2:45][CH2:46][N:54]4[C:50](=[O:60])[C:51]5[C:52](=[CH:56][CH:57]=[CH:58][CH:59]=5)[C:53]4=[O:55])=[CH:32][CH:31]=3)[N:27]=2)=[CH:17][CH:16]=1. The catalyst class is: 56. (3) Reactant: C(O)C.O.[OH-].[K+].[CH2:7]([O:9][CH:10]([N:12]1[C:16]2[S:17][C:18]([C:20]([O:22]CC)=[O:21])=[CH:19][C:15]=2[C:14]([NH:25][C:26]([C:28]2[S:29][CH:30]=[CH:31][CH:32]=2)=[O:27])=[N:13]1)[CH3:11])[CH3:8]. Product: [CH2:7]([O:9][CH:10]([N:12]1[C:16]2[S:17][C:18]([C:20]([OH:22])=[O:21])=[CH:19][C:15]=2[C:14]([NH:25][C:26]([C:28]2[S:29][CH:30]=[CH:31][CH:32]=2)=[O:27])=[N:13]1)[CH3:11])[CH3:8]. The catalyst class is: 7. (4) Reactant: Br[C:2]1[CH:3]=[CH:4][C:5]([CH3:19])=[C:6]([CH:18]=1)[O:7][C:8]1[CH:13]=[CH:12][C:11]([C:14]([F:17])([F:16])[F:15])=[CH:10][N:9]=1.C([O:23][B:24](OC(C)C)[O:25]C(C)C)(C)C.C1COCC1.[Li]CCCC. Product: [CH3:19][C:5]1[CH:4]=[CH:3][C:2]([B:24]([OH:25])[OH:23])=[CH:18][C:6]=1[O:7][C:8]1[CH:13]=[CH:12][C:11]([C:14]([F:17])([F:16])[F:15])=[CH:10][N:9]=1. The catalyst class is: 11. (5) Reactant: Br[C:2](=[CH2:10])[CH2:3][CH2:4][C:5]([O:7][CH2:8][CH3:9])=[O:6].[CH3:11][C:12]1([CH3:28])[C:16]([CH3:18])([CH3:17])[O:15][B:14]([B:14]2[O:15][C:16]([CH3:18])([CH3:17])[C:12]([CH3:28])([CH3:11])[O:13]2)[O:13]1.C1(P(C2C=CC=CC=2)C2C=CC=CC=2)C=CC=CC=1. Product: [CH3:11][C:12]1([CH3:28])[C:16]([CH3:18])([CH3:17])[O:15][B:14]([C:2](=[CH2:10])[CH2:3][CH2:4][C:5]([O:7][CH2:8][CH3:9])=[O:6])[O:13]1. The catalyst class is: 747. (6) Reactant: [Br:1][C:2]1[C:3]([O:17]C)=[N:4][C:5]([NH:8][C:9]2[CH:14]=[C:13]([CH3:15])[CH:12]=[C:11]([F:16])[CH:10]=2)=[N:6][CH:7]=1.C[S-].[Na+]. Product: [Br:1][C:2]1[C:3]([OH:17])=[N:4][C:5]([NH:8][C:9]2[CH:14]=[C:13]([CH3:15])[CH:12]=[C:11]([F:16])[CH:10]=2)=[N:6][CH:7]=1. The catalyst class is: 3. (7) Reactant: [CH2:1]([O:8][C:9](=[O:47])[NH:10][C@H:11]([C:13](=[O:46])[NH:14][C@H:15]([C:23](=[O:45])[NH:24][C@@H:25]([CH2:38][C:39]1[CH:44]=[CH:43][CH:42]=[CH:41][CH:40]=1)[CH:26]([C:28](=[O:37])[NH:29][CH2:30][C:31]1[CH:36]=[CH:35][CH:34]=[CH:33][CH:32]=1)[OH:27])[CH2:16][C:17]1[CH:22]=[CH:21][CH:20]=[CH:19][N:18]=1)[CH3:12])[C:2]1[CH:7]=[CH:6][CH:5]=[CH:4][CH:3]=1.CC(OI1(OC(C)=O)(OC(C)=O)OC(=O)C2C=CC=CC1=2)=O. Product: [CH2:1]([O:8][C:9](=[O:47])[NH:10][C@H:11]([C:13](=[O:46])[NH:14][C@H:15]([C:23](=[O:45])[NH:24][C@@H:25]([CH2:38][C:39]1[CH:40]=[CH:41][CH:42]=[CH:43][CH:44]=1)[C:26]([C:28](=[O:37])[NH:29][CH2:30][C:31]1[CH:32]=[CH:33][CH:34]=[CH:35][CH:36]=1)=[O:27])[CH2:16][C:17]1[CH:22]=[CH:21][CH:20]=[CH:19][N:18]=1)[CH3:12])[C:2]1[CH:3]=[CH:4][CH:5]=[CH:6][CH:7]=1. The catalyst class is: 4. (8) The catalyst class is: 15. Reactant: Cl[C:2]1[C:11]2[C:6](=[CH:7][CH:8]=[CH:9][CH:10]=2)[CH:5]=[CH:4][N:3]=1.C([O-])(=O)C.[NH4+]. Product: [CH:2]1[C:11]2[C:6](=[CH:7][CH:8]=[CH:9][CH:10]=2)[CH:5]=[CH:4][N:3]=1.